Dataset: Reaction yield outcomes from USPTO patents with 853,638 reactions. Task: Predict the reaction yield, written as a fraction of the theoretical maximum amount of product (1.0 means a 100% yield; for example, 0.34 means a 34% yield). (1) The product is [CH2:19]([N:12]([C:5]1[CH:4]=[N:3][N:7]2[CH:8]=[CH:9][CH:10]=[CH:11][C:6]=12)[C:13]([CH:15]1[CH2:16][CH2:17]1)=[O:14])[CH3:20]. The reactants are [H-].[Na+].[N:3]1[N:7]2[CH:8]=[CH:9][CH:10]=[CH:11][C:6]2=[C:5]([NH:12][C:13]([CH:15]2[CH2:17][CH2:16]2)=[O:14])[CH:4]=1.I[CH2:19][CH3:20].CCOC(C)=O. The catalyst is C1COCC1.[NH4+].[Cl-].O. The yield is 0.700. (2) The reactants are [CH3:1][CH:2]([N:4]1[C:12](/[CH:13]=[CH:14]/[C@H:15]([OH:24])[CH2:16][C@H:17]([OH:23])[CH2:18][C:19]([O:21]C)=[O:20])=[C:11]([C:25]2[CH:30]=[CH:29][C:28]([F:31])=[CH:27][CH:26]=2)[C:10]2[C:5]1=[CH:6][CH:7]=[CH:8][CH:9]=2)[CH3:3].[OH-].[Na+:33].CC(OC)(C)C. The catalyst is O.CC(O)C. The product is [CH3:3][CH:2]([N:4]1[C:12](/[CH:13]=[CH:14]/[CH:15]([OH:24])[CH2:16][CH:17]([OH:23])[CH2:18][C:19]([O-:21])=[O:20])=[C:11]([C:25]2[CH:26]=[CH:27][C:28]([F:31])=[CH:29][CH:30]=2)[C:10]2[CH:9]=[CH:8][CH:7]=[CH:6][C:5]1=2)[CH3:1].[Na+:33]. The yield is 0.620. (3) The reactants are Cl[C:2]1[CH:7]=[CH:6][C:5]([N:8]2[C:12]([CH2:13][CH2:14][CH3:15])=[C:11]([C:16]([NH:18][CH:19]3[CH2:24][CH2:23][CH2:22][CH2:21][CH2:20]3)=[O:17])[CH:10]=[N:9]2)=[CH:4][CH:3]=1.CCN(C(C)C)C(C)C.O1C[CH2:38][O:37][CH2:36][CH2:35]1.C([OH:42])C. The catalyst is CC1C(P(C2C([CH2-])=CC=CC=2)C2C(C)=CC=CC=2)=CC=CC=1.CC1C(P(C2C([CH2-])=CC=CC=2)C2C(C)=CC=CC=2)=CC=CC=1.CC(O)=O.CC(O)=O.[Pd].[Pd].CN(C1C=CN=CC=1)C.[C-]#[O+].[C-]#[O+].[C-]#[O+].[C-]#[O+].[C-]#[O+].[C-]#[O+].[Mo]. The product is [CH:19]1([NH:18][C:16]([C:11]2[CH:10]=[N:9][N:8]([C:5]3[CH:6]=[CH:7][C:2]([C:38]([O:37][CH2:36][CH3:35])=[O:42])=[CH:3][CH:4]=3)[C:12]=2[CH2:13][CH2:14][CH3:15])=[O:17])[CH2:24][CH2:23][CH2:22][CH2:21][CH2:20]1. The yield is 0.740. (4) The reactants are FC(F)(F)C(O)=O.[NH2:8][CH2:9][C:10]1[N:15]=[C:14]([C:16]2[S:17][C:18]3[CH:26]=[CH:25][CH:24]=[CH:23][C:19]=3[C:20](=[O:22])[N:21]=2)[CH:13]=[CH:12][CH:11]=1.[C:27]1([C:32](Cl)=[O:33])[S:31][CH:30]=[CH:29][CH:28]=1.C(OCC)(=O)C.O. The catalyst is CN(C)C(=O)C. The product is [O:22]=[C:20]1[C:19]2[CH:23]=[CH:24][CH:25]=[CH:26][C:18]=2[S:17][C:16]([C:14]2[N:15]=[C:10]([CH2:9][NH:8][C:32]([C:27]3[S:31][CH:30]=[CH:29][CH:28]=3)=[O:33])[CH:11]=[CH:12][CH:13]=2)=[N:21]1. The yield is 0.430. (5) The catalyst is CO.C(OCC)(=O)C.[Pd]. The yield is 0.860. The product is [F:27][C:10]1[C:9]([OH:8])=[CH:14][CH:13]=[C:12]([F:15])[C:11]=1[C:16]1[N:21]=[C:20]([C:22]([O:24][CH3:25])=[O:23])[CH:19]=[CH:18][C:17]=1[F:26]. The reactants are C([O:8][C:9]1[C:10]([F:27])=[C:11]([C:16]2[N:21]=[C:20]([C:22]([O:24][CH3:25])=[O:23])[CH:19]=[CH:18][C:17]=2[F:26])[C:12]([F:15])=[CH:13][CH:14]=1)C1C=CC=CC=1.